Dataset: Reaction yield outcomes from USPTO patents with 853,638 reactions. Task: Predict the reaction yield, written as a fraction of the theoretical maximum amount of product (1.0 means a 100% yield; for example, 0.34 means a 34% yield). The reactants are [C:1]1([C:20]2[CH:25]=[CH:24][CH:23]=[CH:22][CH:21]=2)[CH:6]=[CH:5][C:4]([CH2:7][C@H:8]2[N:12]([C:13](=[O:18])[C:14]([CH3:17])([CH3:16])[CH3:15])[C:11](=[O:19])[CH2:10][CH2:9]2)=[CH:3][CH:2]=1.C[Si]([N-][Si](C)(C)C)(C)C.[Na+].[O:36]1CN1. The catalyst is C1COCC1. The product is [C:1]1([C:20]2[CH:21]=[CH:22][CH:23]=[CH:24][CH:25]=2)[CH:2]=[CH:3][C:4]([CH2:7][C@H:8]2[N:12]([C:13](=[O:18])[C:14]([CH3:16])([CH3:17])[CH3:15])[C:11](=[O:19])[C@H:10]([OH:36])[CH2:9]2)=[CH:5][CH:6]=1. The yield is 0.980.